This data is from Full USPTO retrosynthesis dataset with 1.9M reactions from patents (1976-2016). The task is: Predict the reactants needed to synthesize the given product. (1) Given the product [CH3:15][C:16]([CH3:1])([CH3:46])[CH:17]([C:40]1[CH:45]=[CH:44][CH:43]=[CH:42][CH:41]=1)[C:18]([NH:20][C@@H:21]1[C@H:28]2[C@H:24]([CH2:25][N:26]([CH2:29][C:30]3[CH:35]=[CH:34][CH:33]=[C:32]([C:36]([F:37])([F:38])[F:39])[CH:31]=3)[CH2:27]2)[CH2:23][CH2:22]1)=[O:19], predict the reactants needed to synthesize it. The reactants are: [C:1]1(C2(C(O)=O)CCCC2)C=CC=CC=1.[CH3:15][CH:16]([CH3:46])[CH:17]([C:40]1[CH:45]=[CH:44][CH:43]=[CH:42][CH:41]=1)[C:18]([NH:20][C@@H:21]1[C@H:28]2[C@H:24]([CH2:25][N:26]([CH2:29][C:30]3[CH:35]=[CH:34][CH:33]=[C:32]([C:36]([F:39])([F:38])[F:37])[CH:31]=3)[CH2:27]2)[CH2:23][CH2:22]1)=[O:19].C(N1C[C@H]2C(N)CC[C@H]2C1)C1C=CC=CC=1. (2) The reactants are: [OH-].[NH4+:2].Cl[CH2:4][CH:5]=O.[C:7]([O:13][CH2:14][CH3:15])(=[O:12])[CH2:8][C:9]([CH3:11])=O. Given the product [CH2:14]([O:13][C:7]([C:8]1[CH:5]=[CH:4][NH:2][C:9]=1[CH3:11])=[O:12])[CH3:15], predict the reactants needed to synthesize it. (3) Given the product [NH2:1][C:2]1([CH2:26][C:27]2[CH:28]=[CH:29][CH:30]=[CH:31][CH:32]=2)[CH2:6][CH2:5][O:4][CH:3]1[O:7][CH2:8][C:9]1[CH:10]=[C:11]([CH:15]=[C:16]([N:18]([S:22]([CH3:25])(=[O:23])=[O:24])[CH2:19][CH2:20][CH3:21])[CH:17]=1)[C:12]([NH:36][C@@H:37]([C:38]1[CH:58]=[CH:57][C:56]([F:62])=[CH:55][CH:54]=1)[CH3:39])=[O:14], predict the reactants needed to synthesize it. The reactants are: [NH2:1][C:2]1([CH2:26][C:27]2[CH:32]=[CH:31][CH:30]=[CH:29][CH:28]=2)[CH2:6][CH2:5][O:4][CH:3]1[O:7][CH2:8][C:9]1[CH:10]=[C:11]([CH:15]=[C:16]([N:18]([S:22]([CH3:25])(=[O:24])=[O:23])[CH2:19][CH2:20][CH3:21])[CH:17]=1)[C:12]([OH:14])=O.C([N:36](CC)[CH:37]([CH3:39])[CH3:38])(C)C.CN([P+](ON1N=N[C:55]2[CH:56]=[CH:57][CH:58]=C[C:54]1=2)(N(C)C)N(C)C)C.[F:62][P-](F)(F)(F)(F)F. (4) Given the product [C:1]([C:5]1[CH:10]=[CH:9][C:8]([CH2:11][C:12]([Cl:18])=[O:13])=[C:7]([O:15][CH3:16])[CH:6]=1)([CH3:4])([CH3:3])[CH3:2], predict the reactants needed to synthesize it. The reactants are: [C:1]([C:5]1[CH:10]=[CH:9][C:8]([CH2:11][C:12](O)=[O:13])=[C:7]([O:15][CH3:16])[CH:6]=1)([CH3:4])([CH3:3])[CH3:2].C(Cl)[Cl:18]. (5) The reactants are: Br[C:2]1[CH:3]=[C:4]2[C:12](=[C:13]([C:15](=[O:17])[NH2:16])[CH:14]=1)[NH:11][C:10]1[CH:9]=[C:8]([C:18]([OH:20])=[O:19])[CH:7]=[CH:6][C:5]2=1.[CH3:21][C:22]1[C:26](B2OC(C)(C)C(C)(C)O2)=[C:25]([CH3:36])[O:24][N:23]=1.P([O-])([O-])([O-])=O.[K+].[K+].[K+]. Given the product [C:15]([C:13]1[CH:14]=[C:2]([C:26]2[C:22]([CH3:21])=[N:23][O:24][C:25]=2[CH3:36])[CH:3]=[C:4]2[C:12]=1[NH:11][C:10]1[CH:9]=[C:8]([C:18]([OH:20])=[O:19])[CH:7]=[CH:6][C:5]2=1)(=[O:17])[NH2:16], predict the reactants needed to synthesize it.